From a dataset of KCNQ2 potassium channel screen with 302,405 compounds. Binary Classification. Given a drug SMILES string, predict its activity (active/inactive) in a high-throughput screening assay against a specified biological target. (1) The compound is O(c1nc(n2nnc(c2C)C(=O)C)nc(N(C)C)n1)CC. The result is 0 (inactive). (2) The molecule is O(CCCCNCCOC)c1cc(CC)ccc1. The result is 0 (inactive). (3) The drug is S1(=O)(=O)CC(N(C)C(=O)COC(=O)c2cc(S(=O)(=O)N3CCOCC3)ccc2F)CC1. The result is 0 (inactive). (4) The drug is FC(F)(F)c1cc(CC(OCC(=O)Nc2c(C(C)C)cccc2)=O)ccc1. The result is 0 (inactive). (5) The compound is S(=O)(=O)(Nc1cc2[nH]c(=O)[nH]c2cc1)c1ccc(cc1)/C=C\C(O)=O. The result is 0 (inactive). (6) The molecule is s1c2c(nc1NC(=O)c1ccc(F)cc1)ccc(OC)c2. The result is 0 (inactive). (7) The result is 0 (inactive). The compound is Clc1ccc(NC(=O)c2sc(=O)c3c(c2)ccc(OC)c3OC)cc1. (8) The drug is Brc1c(nc(nc1Br)c1ccccc1)c1ccccc1. The result is 0 (inactive).